Dataset: Full USPTO retrosynthesis dataset with 1.9M reactions from patents (1976-2016). Task: Predict the reactants needed to synthesize the given product. (1) The reactants are: [CH2:1]([C:3]1[CH:8]=[CH:7][CH:6]=[CH:5][C:4]=1[N+:9]([O-])=O)[CH3:2].[C:12]([Mg]Br)([CH3:14])=[CH2:13].[Na+].[Cl-]. Given the product [CH3:14][C:12]1[NH:9][C:4]2[C:5]([CH:13]=1)=[CH:6][CH:7]=[CH:8][C:3]=2[CH2:1][CH3:2], predict the reactants needed to synthesize it. (2) Given the product [Br-:10].[CH2:1]([N+:5]1[CH:9]=[CH:8][N:7]([CH2:11][CH2:12][CH2:13][CH2:14][CH2:15][CH2:16][CH2:17][CH2:18][CH2:19][CH3:20])[CH:6]=1)[CH2:2][CH2:3][CH3:4], predict the reactants needed to synthesize it. The reactants are: [CH2:1]([N:5]1[CH:9]=[CH:8][N:7]=[CH:6]1)[CH2:2][CH2:3][CH3:4].[Br:10][CH2:11][CH2:12][CH2:13][CH2:14][CH2:15][CH2:16][CH2:17][CH2:18][CH2:19][CH3:20]. (3) Given the product [CH3:20][NH:21][C:22]([C:24]1[C:32]2[C:27](=[CH:28][C:29]([O:33][C:2]3[CH:7]=[CH:6][N:5]=[C:4]4[CH:8]=[C:9]([C:11]5[S:12][CH:13]=[C:14]([C:16](=[O:17])[NH:18][CH3:19])[N:15]=5)[S:10][C:3]=34)=[CH:30][CH:31]=2)[N:26]([CH3:34])[C:25]=1[CH3:35])=[O:23], predict the reactants needed to synthesize it. The reactants are: Cl[C:2]1[CH:7]=[CH:6][N:5]=[C:4]2[CH:8]=[C:9]([C:11]3[S:12][CH:13]=[C:14]([C:16]([NH:18][CH3:19])=[O:17])[N:15]=3)[S:10][C:3]=12.[CH3:20][NH:21][C:22]([C:24]1[C:32]2[C:27](=[CH:28][C:29]([OH:33])=[CH:30][CH:31]=2)[N:26]([CH3:34])[C:25]=1[CH3:35])=[O:23].C([O-])([O-])=O.[Cs+].[Cs+].